Dataset: Full USPTO retrosynthesis dataset with 1.9M reactions from patents (1976-2016). Task: Predict the reactants needed to synthesize the given product. (1) The reactants are: [NH2:1][C:2]1[S:6][C:5]2[CH2:7][CH2:8][CH2:9][CH2:10][C:4]=2[C:3]=1[C:11]([O:13]CC)=O.[CH2:16]([NH:23][C:24](=O)[C:25]1[CH:30]=[C:29]([O:31][CH3:32])[C:28]([O:33][CH3:34])=[C:27]([O:35][CH3:36])[CH:26]=1)[C:17]1[CH:22]=[CH:21][CH:20]=[CH:19][CH:18]=1.O=P(Cl)(Cl)Cl. Given the product [CH2:16]([N:23]1[C:11](=[O:13])[C:3]2[C:4]3[CH2:10][CH2:9][CH2:8][CH2:7][C:5]=3[S:6][C:2]=2[N:1]=[C:24]1[C:25]1[CH:26]=[C:27]([O:35][CH3:36])[C:28]([O:33][CH3:34])=[C:29]([O:31][CH3:32])[CH:30]=1)[C:17]1[CH:18]=[CH:19][CH:20]=[CH:21][CH:22]=1, predict the reactants needed to synthesize it. (2) Given the product [C:1]1([NH:5][C:6](=[O:17])[C:7]2[CH:12]=[CH:11][CH:10]=[CH:9][C:8]=2[C:13]([F:15])([F:16])[F:14])[CH2:4][CH2:3][CH:2]=1, predict the reactants needed to synthesize it. The reactants are: [C:1]1([N:5](C=O)[C:6](=[O:17])[C:7]2[CH:12]=[CH:11][CH:10]=[CH:9][C:8]=2[C:13]([F:16])([F:15])[F:14])[CH2:4][CH2:3][CH:2]=1.[OH-].[Na+].CCOC(C)=O.O. (3) Given the product [O:3]=[C:4]1[N:10]([CH:11]2[CH2:12][CH2:13][N:14]([C:17]([O:19][C@@H:20]([C:45]([OH:44])=[O:2])[CH2:21][C:22]3[CH:27]=[C:26]([N+:28]([O-:30])=[O:29])[C:25]([NH2:31])=[C:24]([CH3:32])[CH:23]=3)=[O:18])[CH2:15][CH2:16]2)[CH2:9][CH2:8][C:7]2[CH:37]=[CH:38][CH:39]=[CH:40][C:6]=2[NH:5]1, predict the reactants needed to synthesize it. The reactants are: [Li+].[OH-:2].[O:3]=[C:4]1[N:10]([CH:11]2[CH2:16][CH2:15][N:14]([C:17]([O:19][C@@H:20](OC)[C:21](=C=O)[C:22]3[CH:27]=[C:26]([N+:28]([O-:30])=[O:29])[C:25]([NH2:31])=[C:24]([CH3:32])[CH:23]=3)=[O:18])[CH2:13][CH2:12]2)[CH2:9][CH2:8][C:7]2[CH:37]=[CH:38][CH:39]=[CH:40][C:6]=2[NH:5]1.C1[CH2:45][O:44]CC1. (4) Given the product [CH2:4]([N:11]1[CH2:16][CH2:15][C:14]([CH3:17])=[C:13]2[C:18]3[CH:19]=[CH:20][CH:21]=[CH:22][C:23]=3[CH2:24][CH:12]12)[C:5]1[CH:6]=[CH:7][CH:8]=[CH:9][CH:10]=1, predict the reactants needed to synthesize it. The reactants are: [BH4-].[Na+].[Br-].[CH2:4]([N+:11]1[CH:16]=[CH:15][C:14]([CH3:17])=[C:13]2[C:18]3[CH:19]=[CH:20][CH:21]=[CH:22][C:23]=3[CH2:24][C:12]=12)[C:5]1[CH:10]=[CH:9][CH:8]=[CH:7][CH:6]=1. (5) Given the product [F:28][C:29]([F:40])([F:39])[C:30]([N:24]1[CH2:25][CH2:26][CH:21]([CH2:20][O:19][C:15]2[CH:14]=[C:13]3[C:18]([CH:9]([C:6]4[CH:5]=[CH:4][C:3]([O:2][CH3:1])=[CH:8][CH:7]=4)[CH2:10][N:11]([CH3:27])[CH2:12]3)=[CH:17][CH:16]=2)[CH2:22][CH2:23]1)=[O:31], predict the reactants needed to synthesize it. The reactants are: [CH3:1][O:2][C:3]1[CH:8]=[CH:7][C:6]([CH:9]2[C:18]3[C:13](=[CH:14][C:15]([O:19][CH2:20][CH:21]4[CH2:26][CH2:25][NH:24][CH2:23][CH2:22]4)=[CH:16][CH:17]=3)[CH2:12][N:11]([CH3:27])[CH2:10]2)=[CH:5][CH:4]=1.[F:28][C:29]([F:40])([F:39])[C:30](O[C:30](=[O:31])[C:29]([F:40])([F:39])[F:28])=[O:31].